Dataset: Forward reaction prediction with 1.9M reactions from USPTO patents (1976-2016). Task: Predict the product of the given reaction. Given the reactants [C:1]([CH2:4][C:5](=[O:7])[CH3:6])(=O)[CH3:2].[F:8][C:9]([F:18])([F:17])[C:10]1[CH:11]=[C:12]([CH:14]=[CH:15][CH:16]=1)[NH2:13].C1(C)C=CC(S(O)(=O)=O)=CC=1, predict the reaction product. The product is: [F:8][C:9]([F:17])([F:18])[C:10]1[CH:11]=[C:12]([NH:13][C:1]([CH3:2])=[CH:4][C:5](=[O:7])[CH3:6])[CH:14]=[CH:15][CH:16]=1.